From a dataset of Full USPTO retrosynthesis dataset with 1.9M reactions from patents (1976-2016). Predict the reactants needed to synthesize the given product. (1) Given the product [CH3:16][C:17]1[C:18]([CH2:23][N:24]([CH2:31][C:32]2[C:37]([CH3:38])=[CH:36][CH:35]=[CH:34][N:33]=2)[CH:25]2[CH2:30][CH2:29][N:28]([C:1]([C:2]3[CH:3]=[CH:4][N:5]=[CH:6][CH:7]=3)=[O:9])[CH2:27][CH2:26]2)=[N:19][CH:20]=[CH:21][CH:22]=1, predict the reactants needed to synthesize it. The reactants are: [C:1]([OH:9])(=O)[C:2]1[CH:7]=[CH:6][N:5]=[CH:4][CH:3]=1.C(Cl)(=O)C(Cl)=O.[CH3:16][C:17]1[C:18]([CH2:23][N:24]([CH2:31][C:32]2[C:37]([CH3:38])=[CH:36][CH:35]=[CH:34][N:33]=2)[CH:25]2[CH2:30][CH2:29][NH:28][CH2:27][CH2:26]2)=[N:19][CH:20]=[CH:21][CH:22]=1.CCN(C(C)C)C(C)C. (2) The reactants are: [CH3:1][C:2]1[CH:7]=[CH:6][N:5]=[CH:4][C:3]=1[NH2:8].[Cl:9][CH2:10][C:11]([N:14]=[C:15]=[O:16])([CH3:13])[CH3:12].CO. Given the product [Cl:9][CH2:10][C:11]([NH:14][C:15]([NH:8][C:3]1[CH:4]=[N:5][CH:6]=[CH:7][C:2]=1[CH3:1])=[O:16])([CH3:13])[CH3:12], predict the reactants needed to synthesize it. (3) Given the product [Cl:15][C:16]1[C:24]([C:25]([F:27])([F:28])[F:26])=[CH:23][CH:22]=[CH:21][C:17]=1[C:18]([N:4]1[CH2:5][CH2:6][NH:1][C:2](=[O:7])[CH2:3]1)=[O:19], predict the reactants needed to synthesize it. The reactants are: [NH:1]1[CH2:6][CH2:5][NH:4][CH2:3][C:2]1=[O:7].C(N(CC)CC)C.[Cl:15][C:16]1[C:24]([C:25]([F:28])([F:27])[F:26])=[CH:23][CH:22]=[CH:21][C:17]=1[C:18](Cl)=[O:19]. (4) Given the product [Cl:1][C:2]1[CH:3]=[CH:4][C:5]([C@H:8]2[N:15]3[C:11]([S:12][C:13]([C:19]([N:32]([CH2:30][CH3:31])[C@@H:33]4[CH2:37][CH2:36][N:35]([C:38]([O:40][C:41]([CH3:43])([CH3:42])[CH3:44])=[O:39])[CH2:34]4)=[O:20])=[C:14]3[CH:16]([CH3:18])[CH3:17])=[N:10][C@:9]2([C:23]2[CH:28]=[CH:27][C:26]([Cl:29])=[CH:25][CH:24]=2)[CH3:22])=[CH:6][CH:7]=1, predict the reactants needed to synthesize it. The reactants are: [Cl:1][C:2]1[CH:7]=[CH:6][C:5]([C@H:8]2[N:15]3[C:11]([S:12][C:13]([C:19](O)=[O:20])=[C:14]3[CH:16]([CH3:18])[CH3:17])=[N:10][C@:9]2([C:23]2[CH:28]=[CH:27][C:26]([Cl:29])=[CH:25][CH:24]=2)[CH3:22])=[CH:4][CH:3]=1.[CH2:30]([NH:32][C@@H:33]1[CH2:37][CH2:36][N:35]([C:38]([O:40][C:41]([CH3:44])([CH3:43])[CH3:42])=[O:39])[CH2:34]1)[CH3:31].